Dataset: Forward reaction prediction with 1.9M reactions from USPTO patents (1976-2016). Task: Predict the product of the given reaction. (1) Given the reactants [CH3:1][S:2]([NH:5][C:6]1[CH:14]=[CH:13][CH:12]=[C:11]2[C:7]=1[C:8](=[O:24])[N:9]([CH2:16][C:17]([O:19]C(C)(C)C)=[O:18])[C:10]2=[O:15])(=[O:4])=[O:3].C(O)(C(F)(F)F)=O, predict the reaction product. The product is: [CH3:1][S:2]([NH:5][C:6]1[CH:14]=[CH:13][CH:12]=[C:11]2[C:7]=1[C:8](=[O:24])[N:9]([CH2:16][C:17]([OH:19])=[O:18])[C:10]2=[O:15])(=[O:3])=[O:4]. (2) Given the reactants [C:1]([OH:9])(=[O:8])[C:2]1[CH:7]=[CH:6][CH:5]=[CH:4][CH:3]=1.[CH3:10][N:11]([CH2:13][CH2:14][C:15]1[C:19]2[CH:20]=[C:21]([CH2:24][N:25]3[N:29]=[CH:28][N:27]=[CH:26]3)[CH:22]=[CH:23][C:18]=2[NH:17][CH:16]=1)[CH3:12], predict the reaction product. The product is: [CH3:10][N:11]([CH2:13][CH2:14][C:15]1[C:19]2[CH:20]=[C:21]([CH2:24][N:25]3[N:29]=[CH:28][N:27]=[CH:26]3)[CH:22]=[CH:23][C:18]=2[NH:17][CH:16]=1)[CH3:12].[CH:5]1[CH:4]=[CH:3][C:2]([C:1]([OH:9])=[O:8])=[CH:7][CH:6]=1. (3) Given the reactants [NH2:1][C:2]1[CH:35]=[CH:34][C:5]([C:6]([NH:8][C:9]2[CH:14]=[C:13]([NH:15][C:16]3[N:21]=[C:20]([C:22]4[C:30]5[C:25](=[CH:26][CH:27]=[CH:28][CH:29]=5)[NH:24][CH:23]=4)[C:19]([C:31]#[N:32])=[CH:18][N:17]=3)[CH:12]=[CH:11][C:10]=2[CH3:33])=[O:7])=[CH:4][CH:3]=1.C[CH2:37][N:38]([CH:42]([CH3:44])C)[CH:39](C)C.BrC/C=[CH:48]/[C:49](Cl)=[O:50].CNC, predict the reaction product. The product is: [C:31]([C:19]1[C:20]([C:22]2[C:30]3[C:25](=[CH:26][CH:27]=[CH:28][CH:29]=3)[NH:24][CH:23]=2)=[N:21][C:16]([NH:15][C:13]2[CH:12]=[CH:11][C:10]([CH3:33])=[C:9]([NH:8][C:6](=[O:7])[C:5]3[CH:34]=[CH:35][C:2]([NH:1][C:49](=[O:50])/[CH:48]=[CH:44]/[CH2:42][N:38]([CH3:37])[CH3:39])=[CH:3][CH:4]=3)[CH:14]=2)=[N:17][CH:18]=1)#[N:32]. (4) Given the reactants [CH3:1][S:2]([NH2:5])(=[O:4])=[O:3].N1C=CC=CC=1.Br[C:13]1[CH:14]=[C:15]([CH:19]=[CH:20][CH:21]=1)[C:16](Cl)=[O:17].[CH3:22][O:23][C:24]1[CH:29]=[CH:28][C:27]([Cl:30])=[CH:26][C:25]=1B(O)O.C(=O)([O-])[O-].[Na+].[Na+], predict the reaction product. The product is: [Cl:30][C:27]1[CH:26]=[CH:25][C:24]([O:23][CH3:22])=[C:29]([C:13]2[CH:21]=[CH:20][CH:19]=[C:15]([C:16]([NH:5][S:2]([CH3:1])(=[O:4])=[O:3])=[O:17])[CH:14]=2)[CH:28]=1.